Dataset: Full USPTO retrosynthesis dataset with 1.9M reactions from patents (1976-2016). Task: Predict the reactants needed to synthesize the given product. (1) Given the product [CH2:1]([N:8]1[C:16]2[C:15](=[O:17])[N:14]([CH2:30][C:31]([C:33]3[CH:38]=[CH:37][CH:36]=[C:35]([O:39][CH3:40])[CH:34]=3)=[O:32])[C:13](=[O:18])[N:12]([CH3:19])[C:11]=2[C:10]([C:20]#[N:21])=[C:9]1[Br:22])[C:2]1[CH:7]=[CH:6][CH:5]=[CH:4][CH:3]=1, predict the reactants needed to synthesize it. The reactants are: [CH2:1]([N:8]1[C:16]2[C:15](=[O:17])[NH:14][C:13](=[O:18])[N:12]([CH3:19])[C:11]=2[C:10]([C:20]#[N:21])=[C:9]1[Br:22])[C:2]1[CH:7]=[CH:6][CH:5]=[CH:4][CH:3]=1.C(=O)([O-])[O-].[K+].[K+].Br[CH2:30][C:31]([C:33]1[CH:38]=[CH:37][CH:36]=[C:35]([O:39][CH3:40])[CH:34]=1)=[O:32].C(Cl)Cl. (2) Given the product [CH3:1][O:2][C:3]1[CH:4]=[C:5]([CH:28]=[CH:29][C:30]=1[O:31][CH3:32])[CH2:6][N:7]1[C:16](=[O:17])[C:15]2[C:10](=[CH:11][CH:12]=[C:13]([O:18][CH2:34][C:35]#[N:36])[CH:14]=2)[N:9]([CH:19]2[CH2:20][CH2:21][S:22](=[O:26])(=[O:25])[CH2:23][CH2:24]2)[C:8]1=[O:27], predict the reactants needed to synthesize it. The reactants are: [CH3:1][O:2][C:3]1[CH:4]=[C:5]([CH:28]=[CH:29][C:30]=1[O:31][CH3:32])[CH2:6][N:7]1[C:16](=[O:17])[C:15]2[C:10](=[CH:11][CH:12]=[C:13]([OH:18])[CH:14]=2)[N:9]([CH:19]2[CH2:24][CH2:23][S:22](=[O:26])(=[O:25])[CH2:21][CH2:20]2)[C:8]1=[O:27].Br[CH2:34][C:35]#[N:36].C([O-])([O-])=O.[Cs+].[Cs+].